This data is from Full USPTO retrosynthesis dataset with 1.9M reactions from patents (1976-2016). The task is: Predict the reactants needed to synthesize the given product. (1) Given the product [C:1]([O:5][C:6]([N:8]1[CH2:9][CH:10]([O:12][C:13]2[CH:14]=[C:15]([C:20]3[CH:25]=[CH:24][CH:23]=[CH:22][C:21]=3[C:26]([F:27])([F:29])[F:28])[CH:16]=[CH:17][C:18]=2[C:43](=[O:39])[N:42]([CH2:45][CH3:46])[CH2:41][CH3:40])[CH2:11]1)=[O:7])([CH3:4])([CH3:3])[CH3:2], predict the reactants needed to synthesize it. The reactants are: [C:1]([O:5][C:6]([N:8]1[CH2:11][CH:10]([O:12][C:13]2[CH:14]=[C:15]([C:20]3[CH:25]=[CH:24][CH:23]=[CH:22][C:21]=3[C:26]([F:29])([F:28])[F:27])[CH:16]=[CH:17][C:18]=2O)[CH2:9]1)=[O:7])([CH3:4])([CH3:3])[CH3:2].C1C=CC2N([OH:39])N=NC=2C=1.[CH3:40][CH2:41][N:42]([CH2:45][CH3:46])[CH2:43]C.N(CC)CC.CCN=C=NCCCN(C)C.Cl.C([O-])(O)=O.[Na+]. (2) Given the product [Br:1][C:7]1[C:8]([F:10])=[CH:9][C:4]([F:3])=[C:5]([O:11][CH3:12])[CH:6]=1, predict the reactants needed to synthesize it. The reactants are: [Br:1]Br.[F:3][C:4]1[CH:9]=[C:8]([F:10])[CH:7]=[CH:6][C:5]=1[O:11][CH3:12]. (3) Given the product [CH2:3]1[CH2:2][N:1]2[C:10]3[C:9]([CH2:14][CH2:13][CH2:12]2)=[C:34]([OH:37])[CH:7]=[CH:6][C:5]=3[CH2:4]1, predict the reactants needed to synthesize it. The reactants are: [NH2:1][C:2]1[CH:3]=[C:4](O)[CH:5]=[CH:6][CH:7]=1.[C:9]1(C)[C:10](S(OCCCOS([C:14]2[C:13](C)=[CH:12]C=[CH:10][CH:9]=2)(=O)=O)(=O)=O)=C[CH:12]=[CH:13][CH:14]=1.[C:34]([O-:37])([O-])=O.[Na+].[Na+]. (4) Given the product [OH:1][C:2]1[CH:3]=[CH:4][C:5]([C:8]([C:11]2[CH:12]=[CH:13][C:14]([OH:17])=[CH:15][CH:16]=2)([CH3:10])[CH3:9])=[CH:6][CH:7]=1.[CH2:19]1[O:20][CH2:18]1.[C:25]([OH:27])(=[O:26])[C:24]1[CH:23]=[CH:22][C:30]([C:36]([OH:38])=[O:37])=[CH:29][CH:28]=1, predict the reactants needed to synthesize it. The reactants are: [OH:1][C:2]1[CH:7]=[CH:6][C:5]([C:8]([C:11]2[CH:16]=[CH:15][C:14]([OH:17])=[CH:13][CH:12]=2)([CH3:10])[CH3:9])=[CH:4][CH:3]=1.[CH2:18]1[O:20][CH2:19]1.C(O)(=O)[C:22]1[CH:30]=[CH:29][CH:28]=[C:24]([C:25]([OH:27])=[O:26])[CH:23]=1.C(OCCCC)(=O)C1C(=CC=CC=1)[C:36]([O:38]CCCC)=[O:37].[N-]=C=O.NC(OCC)=O.